This data is from Catalyst prediction with 721,799 reactions and 888 catalyst types from USPTO. The task is: Predict which catalyst facilitates the given reaction. Reactant: Cl[CH2:2][C:3]1[CH:4]=[C:5]2[C:10](=[CH:11][CH:12]=1)[N:9]=[C:8]([C:13]#[N:14])[CH:7]=[CH:6]2.C[Sn](C)(C)[C:17]1[CH:18]=[C:19]([CH:24]=[CH:25][N:26]=1)[C:20]([O:22][CH3:23])=[O:21]. Product: [C:13]([C:8]1[CH:7]=[CH:6][C:5]2[C:10](=[CH:11][CH:12]=[C:3]([CH2:2][C:17]3[CH:18]=[C:19]([CH:24]=[CH:25][N:26]=3)[C:20]([O:22][CH3:23])=[O:21])[CH:4]=2)[N:9]=1)#[N:14]. The catalyst class is: 184.